Predict the product of the given reaction. From a dataset of Forward reaction prediction with 1.9M reactions from USPTO patents (1976-2016). (1) Given the reactants [NH2:1][C:2]1[CH:3]=[C:4]([CH:21]=[CH:22][CH:23]=1)[O:5][C:6]1[CH:20]=[CH:19][C:9]2[N:10]=[C:11]([NH:13][C:14]([CH:16]3[CH2:18][CH2:17]3)=[O:15])[O:12][C:8]=2[CH:7]=1.[F:24][C:25]([F:36])([F:35])[C:26]1[CH:27]=[C:28]([CH:32]=[CH:33][CH:34]=1)[C:29](Cl)=[O:30], predict the reaction product. The product is: [CH:16]1([C:14]([NH:13][C:11]2[O:12][C:8]3[CH:7]=[C:6]([O:5][C:4]4[CH:3]=[C:2]([NH:1][C:29](=[O:30])[C:28]5[CH:32]=[CH:33][CH:34]=[C:26]([C:25]([F:24])([F:35])[F:36])[CH:27]=5)[CH:23]=[CH:22][CH:21]=4)[CH:20]=[CH:19][C:9]=3[N:10]=2)=[O:15])[CH2:18][CH2:17]1. (2) Given the reactants [I:1]C[CH2:3][C:4]1[CH:9]=[C:8]([CH3:10])[CH:7]=[C:6]([CH3:11])[CH:5]=1.C1([P:18](C2C=CC=CC=2)C2C=CC=CC=2)C=CC=CC=1, predict the reaction product. The product is: [I-:1].[CH3:10][C:8]1[CH:9]=[C:4]([CH:5]=[C:6]([CH3:11])[CH:7]=1)[CH2:3][PH3+:18].